Dataset: TCR-epitope binding with 47,182 pairs between 192 epitopes and 23,139 TCRs. Task: Binary Classification. Given a T-cell receptor sequence (or CDR3 region) and an epitope sequence, predict whether binding occurs between them. (1) The epitope is LLFGYPVYV. The TCR CDR3 sequence is CASSYPGGGFYEQYF. Result: 1 (the TCR binds to the epitope). (2) The epitope is YFPLQSYGF. The TCR CDR3 sequence is CASSLGHVLQETQYF. Result: 1 (the TCR binds to the epitope). (3) The epitope is VTEHDTLLY. The TCR CDR3 sequence is CAPRGGTNTGELFF. Result: 1 (the TCR binds to the epitope). (4) The epitope is KPLEFGATSAAL. The TCR CDR3 sequence is CASSSLAGESYNEQFF. Result: 1 (the TCR binds to the epitope). (5) The epitope is LLLGIGILV. The TCR CDR3 sequence is CASSDIKDSTDTQYF. Result: 1 (the TCR binds to the epitope). (6) The epitope is VTEHDTLLY. The TCR CDR3 sequence is CASSLEREDYEQYF. Result: 1 (the TCR binds to the epitope). (7) The epitope is MPASWVMRI. The TCR CDR3 sequence is CASSRGESSSGNTIYF. Result: 1 (the TCR binds to the epitope).